From a dataset of Peptide-MHC class I binding affinity with 185,985 pairs from IEDB/IMGT. Regression. Given a peptide amino acid sequence and an MHC pseudo amino acid sequence, predict their binding affinity value. This is MHC class I binding data. (1) The peptide sequence is WYETVKVNY. The MHC is HLA-B35:01 with pseudo-sequence HLA-B35:01. The binding affinity (normalized) is 0.0847. (2) The peptide sequence is SAGAPRAFI. The MHC is H-2-Kb with pseudo-sequence H-2-Kb. The binding affinity (normalized) is 0.371. (3) The peptide sequence is SMLPPGYPV. The MHC is HLA-A02:03 with pseudo-sequence HLA-A02:03. The binding affinity (normalized) is 0.851. (4) The peptide sequence is AVMLVHTYY. The MHC is HLA-A69:01 with pseudo-sequence HLA-A69:01. The binding affinity (normalized) is 0.0847. (5) The peptide sequence is QFVDINRNNK. The MHC is HLA-A33:01 with pseudo-sequence HLA-A33:01. The binding affinity (normalized) is 0.387. (6) The peptide sequence is LYNTVAVLY. The MHC is HLA-A26:02 with pseudo-sequence HLA-A26:02. The binding affinity (normalized) is 0.0847.